From a dataset of NCI-60 drug combinations with 297,098 pairs across 59 cell lines. Regression. Given two drug SMILES strings and cell line genomic features, predict the synergy score measuring deviation from expected non-interaction effect. Cell line: NCI-H322M. Synergy scores: CSS=53.7, Synergy_ZIP=2.49, Synergy_Bliss=-1.27, Synergy_Loewe=-21.6, Synergy_HSA=-1.88. Drug 2: C#CCC(CC1=CN=C2C(=N1)C(=NC(=N2)N)N)C3=CC=C(C=C3)C(=O)NC(CCC(=O)O)C(=O)O. Drug 1: CCC(=C(C1=CC=CC=C1)C2=CC=C(C=C2)OCCN(C)C)C3=CC=CC=C3.C(C(=O)O)C(CC(=O)O)(C(=O)O)O.